Dataset: Reaction yield outcomes from USPTO patents with 853,638 reactions. Task: Predict the reaction yield, written as a fraction of the theoretical maximum amount of product (1.0 means a 100% yield; for example, 0.34 means a 34% yield). (1) The reactants are [Cl:1][C:2]1[N:7]=[CH:6][C:5]([C:8]([OH:10])=[O:9])=[CH:4][CH:3]=1.[C:11](OC(O[C:11]([CH3:14])([CH3:13])[CH3:12])N(C)C)([CH3:14])([CH3:13])[CH3:12]. The catalyst is C1(C)C=CC=CC=1.CCOC(C)=O. The product is [Cl:1][C:2]1[N:7]=[CH:6][C:5]([C:8]([O:10][C:11]([CH3:14])([CH3:13])[CH3:12])=[O:9])=[CH:4][CH:3]=1. The yield is 0.860. (2) The reactants are Cl[C:2]1[C:11]2[C:6](=[CH:7][N:8]=[CH:9][CH:10]=2)[CH:5]=[C:4]([C:12]2[CH:17]=[CH:16][N:15]=[C:14]([Cl:18])[CH:13]=2)[N:3]=1.[CH3:19][O-:20].[Na+]. The catalyst is CO. The product is [Cl:18][C:14]1[CH:13]=[C:12]([C:4]2[N:3]=[C:2]([O:20][CH3:19])[C:11]3[C:6]([CH:5]=2)=[CH:7][N:8]=[CH:9][CH:10]=3)[CH:17]=[CH:16][N:15]=1. The yield is 0.890.